This data is from Reaction yield outcomes from USPTO patents with 853,638 reactions. The task is: Predict the reaction yield, written as a fraction of the theoretical maximum amount of product (1.0 means a 100% yield; for example, 0.34 means a 34% yield). The reactants are [NH2:1][C:2]1[C:11]([F:12])=[C:10](F)[C:9]2[O:14][CH2:15][C:16]3([CH2:20][CH2:19][CH2:18][CH2:17]3)[N:7]3[C:8]=2[C:3]=1[C:4](=[O:24])[C:5]([C:21]([OH:23])=[O:22])=[CH:6]3.[CH3:25][C:26]1[C:35]2[C:30](=[CH:31][CH:32]=[CH:33][CH:34]=2)[N:29]=[C:28]([NH:36][CH2:37][CH2:38][NH2:39])[CH:27]=1.C(N(CC)CC)C. The catalyst is CS(C)=O. The product is [NH2:1][C:2]1[C:11]([F:12])=[C:10]([NH:39][CH2:38][CH2:37][NH:36][C:28]2[CH:27]=[C:26]([CH3:25])[C:35]3[C:30](=[CH:31][CH:32]=[CH:33][CH:34]=3)[N:29]=2)[C:9]2[O:14][CH2:15][C:16]3([CH2:17][CH2:18][CH2:19][CH2:20]3)[N:7]3[C:8]=2[C:3]=1[C:4](=[O:24])[C:5]([C:21]([OH:23])=[O:22])=[CH:6]3. The yield is 0.0400.